Dataset: Reaction yield outcomes from USPTO patents with 853,638 reactions. Task: Predict the reaction yield, written as a fraction of the theoretical maximum amount of product (1.0 means a 100% yield; for example, 0.34 means a 34% yield). (1) The reactants are C(OC(=O)[NH:7][C:8]1[CH:9]=[N:10][C:11]([Cl:20])=[CH:12][C:13]=1[C:14]#[C:15][C:16]([CH3:19])([CH3:18])[CH3:17])(C)(C)C.CCCC[N+](CCCC)(CCCC)CCCC.[F-]. The catalyst is C1COCC1. The product is [C:16]([C:15]1[NH:7][C:8]2=[CH:9][N:10]=[C:11]([Cl:20])[CH:12]=[C:13]2[CH:14]=1)([CH3:19])([CH3:18])[CH3:17]. The yield is 0.870. (2) The reactants are [CH3:1][O:2][C:3]([C:5]1[N:6]=[N:7][NH:8][C:9]=1[C:10]([O:12][CH3:13])=[O:11])=[O:4].[C:14](=O)([O-])[O-].[K+].[K+].CI. The catalyst is C(#N)C. The product is [CH3:13][O:12][C:10]([C:9]1[C:5]([C:3]([O:2][CH3:1])=[O:4])=[N:6][N:7]([CH3:14])[N:8]=1)=[O:11].[CH3:13][O:12][C:10]([C:9]1[N:8]=[N:7][N:6]([CH3:14])[C:5]=1[C:3]([O:2][CH3:1])=[O:4])=[O:11]. The yield is 0.460. (3) The reactants are [C:1]([NH:4][C:5]1[C:14]2[C:9](=[CH:10][CH:11]=[CH:12][CH:13]=2)[C:8]([S:15](Cl)(=[O:17])=[O:16])=[CH:7][CH:6]=1)(=[O:3])[CH3:2].[NH2:19][C:20]1[S:21][CH:22]=[CH:23][N:24]=1. The catalyst is N1C=CC=CC=1. The product is [S:21]1[CH:22]=[CH:23][N:24]=[C:20]1[NH:19][S:15]([C:8]1[C:9]2[C:14](=[CH:13][CH:12]=[CH:11][CH:10]=2)[C:5]([NH:4][C:1](=[O:3])[CH3:2])=[CH:6][CH:7]=1)(=[O:17])=[O:16]. The yield is 0.570. (4) The reactants are [Cl:1][C:2]1[CH:3]=[C:4]([OH:8])[CH:5]=[CH:6][CH:7]=1.[OH-].[Ca+2].[OH-].[C:12](=O)([O-])[O-:13].[Na+].[Na+].Cl. The catalyst is O.C(Cl)(Cl)Cl. The product is [Cl:1][C:2]1[CH:3]=[C:4]([OH:8])[CH:5]=[CH:6][C:7]=1[CH:12]=[O:13]. The yield is 0.160. (5) The reactants are [C:1]([C:5]1[O:9][C:8]([NH:10][C:11]2[CH:12]=[CH:13][C:14]([C:17]3[CH:22]=[CH:21][C:20]([C:23]45[CH2:30][CH2:29][C:26]([CH2:31][C:32]([O:34]CC6C=CC=CC=6)=[O:33])([CH2:27][CH2:28]4)[O:25][CH2:24]5)=[CH:19][CH:18]=3)=[N:15][CH:16]=2)=[N:7][CH:6]=1)([CH3:4])([CH3:3])[CH3:2]. The catalyst is CCOC(C)=O.C1COCC1.[OH-].[OH-].[Pd+2]. The product is [C:1]([C:5]1[O:9][C:8]([NH:10][C:11]2[CH:12]=[CH:13][C:14]([C:17]3[CH:22]=[CH:21][C:20]([C:23]45[CH2:28][CH2:27][C:26]([CH2:31][C:32]([OH:34])=[O:33])([CH2:29][CH2:30]4)[O:25][CH2:24]5)=[CH:19][CH:18]=3)=[N:15][CH:16]=2)=[N:7][CH:6]=1)([CH3:4])([CH3:2])[CH3:3]. The yield is 0.315.